Predict the reactants needed to synthesize the given product. From a dataset of Full USPTO retrosynthesis dataset with 1.9M reactions from patents (1976-2016). Given the product [NH2:9][CH2:8][C:7]1[CH:10]=[CH:11][C:12]([C:14]([F:15])([F:16])[F:17])=[CH:13][C:6]=1[O:5][CH2:4][CH2:3][N:2]([CH3:18])[CH3:1], predict the reactants needed to synthesize it. The reactants are: [CH3:1][N:2]([CH3:18])[CH2:3][CH2:4][O:5][C:6]1[CH:13]=[C:12]([C:14]([F:17])([F:16])[F:15])[CH:11]=[CH:10][C:7]=1[C:8]#[N:9].[H-].[H-].[H-].[H-].[Li+].[Al+3].O.